Binary Classification. Given a T-cell receptor sequence (or CDR3 region) and an epitope sequence, predict whether binding occurs between them. From a dataset of TCR-epitope binding with 47,182 pairs between 192 epitopes and 23,139 TCRs. The epitope is RIFTIGTVTLK. The TCR CDR3 sequence is CALAGETGELFF. Result: 1 (the TCR binds to the epitope).